Dataset: Reaction yield outcomes from USPTO patents with 853,638 reactions. Task: Predict the reaction yield, written as a fraction of the theoretical maximum amount of product (1.0 means a 100% yield; for example, 0.34 means a 34% yield). (1) The reactants are [C:1]([N:4]1[C:13]2[C:8](=[CH:9][C:10]([C:14]3[CH:22]=[CH:21][C:17]([C:18]([OH:20])=O)=[CH:16][N:15]=3)=[CH:11][CH:12]=2)[C@H:7]([NH:23][C:24]2[CH:29]=[CH:28][C:27]([C:30]#[N:31])=[CH:26][N:25]=2)[CH2:6][C@@H:5]1[CH3:32])(=[O:3])[CH3:2].CN(C(ON1N=NC2C=CC=NC1=2)=[N+](C)C)C.F[P-](F)(F)(F)(F)F.CCN(C(C)C)C(C)C.[CH3:66][N:67]([CH3:71])[CH2:68][CH2:69][NH2:70]. The catalyst is CN(C=O)C. The product is [C:1]([N:4]1[C:13]2[C:8](=[CH:9][C:10]([C:14]3[CH:22]=[CH:21][C:17]([C:18]([NH:70][CH2:69][CH2:68][N:67]([CH3:71])[CH3:66])=[O:20])=[CH:16][N:15]=3)=[CH:11][CH:12]=2)[C@H:7]([NH:23][C:24]2[CH:29]=[CH:28][C:27]([C:30]#[N:31])=[CH:26][N:25]=2)[CH2:6][C@@H:5]1[CH3:32])(=[O:3])[CH3:2]. The yield is 0.344. (2) The reactants are C(O[C:6]([N:8]1[CH2:12][CH2:11][C:10]2([CH2:17][CH2:16][CH2:15][NH:14][C:13]2=[O:18])[CH2:9]1)=O)(C)(C)C.Cl.ClC1[N:26]=[C:25]([O:27][CH3:28])[CH:24]=[CH:23][N:22]=1.CCN(C(C)C)C(C)C. The catalyst is C(Cl)Cl.O1CCOCC1.CCCCCC.CCOC(C)=O. The product is [CH3:28][O:27][C:25]1[CH:24]=[CH:23][N:22]=[C:6]([N:8]2[CH2:12][CH2:11][C:10]3([CH2:17][CH2:16][CH2:15][NH:14][C:13]3=[O:18])[CH2:9]2)[N:26]=1. The yield is 0.850. (3) The product is [Br:18][C:19]1[CH:20]=[C:21]2[C:9]([C:5]3[CH:6]=[CH:7][CH:8]=[C:3]([O:2][CH3:1])[CH:4]=3)=[C:10]([C:12]3[CH:17]=[CH:16][CH:15]=[CH:14][CH:13]=3)[NH:25][C:22]2=[N:23][CH:24]=1. The yield is 0.360. The reactants are [CH3:1][O:2][C:3]1[CH:4]=[C:5]([CH2:9][C:10]([C:12]2[CH:17]=[CH:16][CH:15]=[CH:14][CH:13]=2)=O)[CH:6]=[CH:7][CH:8]=1.[Br:18][C:19]1[CH:20]=[CH:21][C:22]([NH:25]N)=[N:23][CH:24]=1. No catalyst specified. (4) The reactants are [H-].[Na+].[NH:3]1[C:11]2[C:6](=[CH:7][CH:8]=[CH:9][CH:10]=2)[CH2:5][C:4]1=[O:12].S(OC)(O[CH3:17])(=O)=O. The catalyst is C1(C)C(C)=CC=CC=1. The product is [CH3:17][N:3]1[C:11]2[C:6](=[CH:7][CH:8]=[CH:9][CH:10]=2)[CH2:5][C:4]1=[O:12]. The yield is 0.673. (5) The product is [F:9][C:4]1[C:5]2[O:8][CH:21]([CH2:20][OH:23])[CH2:22][C:6]=2[CH:7]=[C:2]([Br:1])[CH:3]=1. The catalyst is C1(C)C=C(C)C=C(C)C=1. The yield is 0.700. The reactants are [Br:1][C:2]1[CH:7]=[CH:6][C:5]([OH:8])=[C:4]([F:9])[CH:3]=1.C(=O)([O-])[O-].[K+].[K+].C(Br)C=C.[CH2:20]([O:23]CC=C)[CH:21]=[CH2:22].C(C1C(C(F)(F)F)=CC=C(Cl)C=1O)C=C.C(C1C=C(Br)C=C(F)C=1O)C=C.ClC1C=C(C=CC=1)C(OO)=O.ClC1C2OC(CO)CC=2C(C(F)(F)F)=CC=1. (6) The reactants are S(Cl)(Cl)=O.CN(C)C=O.[CH2:10]([O:17][C:18]1[CH:27]=[C:26]2[C:21]([C:22](=O)[CH:23]=[CH:24][NH:25]2)=[CH:20][C:19]=1[C:29]([O:31]C1C=CC=CC=1)=O)[C:11]1[CH:16]=[CH:15][CH:14]=[CH:13][CH:12]=1.[ClH:38].[O:39]([NH2:41])[CH3:40]. The catalyst is C(OCC)(=O)C.CCCCCC.O. The product is [CH3:40][O:39][NH:41][C:29]([C:19]1[CH:20]=[C:21]2[C:26](=[CH:27][C:18]=1[O:17][CH2:10][C:11]1[CH:12]=[CH:13][CH:14]=[CH:15][CH:16]=1)[N:25]=[CH:24][CH:23]=[C:22]2[Cl:38])=[O:31]. The yield is 0.180. (7) The reactants are [C:1]1([C:21]2[CH:26]=[CH:25][CH:24]=[CH:23][CH:22]=2)[CH:6]=[CH:5][C:4]([C:7]([N:9]2[CH2:13][C:12](=[N:14][O:15][CH3:16])[CH2:11][C@H:10]2[CH2:17][C:18](O)=[O:19])=[O:8])=[CH:3][CH:2]=1.C1N=CN(C(N2C=NC=C2)=O)C=1.O[N:40]=[C:41]([NH2:45])[CH2:42][CH2:43][OH:44].N1C=CC=CC=1. The catalyst is O1CCCC1. The product is [CH3:16][O:15][N:14]=[C:12]1[CH2:11][C@@H:10]([CH2:17][C:18]2[O:19][N:45]=[C:41]([CH2:42][CH2:43][OH:44])[N:40]=2)[N:9]([C:7]([C:4]2[CH:5]=[CH:6][C:1]([C:21]3[CH:22]=[CH:23][CH:24]=[CH:25][CH:26]=3)=[CH:2][CH:3]=2)=[O:8])[CH2:13]1. The yield is 0.270. (8) The reactants are CCN=C=NCCCN(C)C.[F:12][C:13]1[CH:14]=[C:15]([N:42]2[CH:47]=[CH:46][CH:45]=[C:44]([C:48](O)=[O:49])[C:43]2=[O:51])[CH:16]=[CH:17][C:18]=1[O:19][C:20]1[C:29]2[C:24](=[CH:25][C:26]([O:32][CH2:33][CH2:34][CH2:35][N:36]3[CH2:41][CH2:40][O:39][CH2:38][CH2:37]3)=[C:27]([O:30][CH3:31])[CH:28]=2)[N:23]=[CH:22][CH:21]=1.C1C=CC2N(O)N=NC=2C=1.[F:62][C:63]1[CH:69]=[CH:68][C:66]([NH2:67])=[CH:65][CH:64]=1.CCN(CC)CC. The catalyst is CN(C=O)C.CCOC(C)=O. The product is [F:12][C:13]1[CH:14]=[C:15]([N:42]2[CH:47]=[CH:46][CH:45]=[C:44]([C:48]([NH:67][C:66]3[CH:68]=[CH:69][C:63]([F:62])=[CH:64][CH:65]=3)=[O:49])[C:43]2=[O:51])[CH:16]=[CH:17][C:18]=1[O:19][C:20]1[C:29]2[C:24](=[CH:25][C:26]([O:32][CH2:33][CH2:34][CH2:35][N:36]3[CH2:41][CH2:40][O:39][CH2:38][CH2:37]3)=[C:27]([O:30][CH3:31])[CH:28]=2)[N:23]=[CH:22][CH:21]=1. The yield is 0.180.